From a dataset of Full USPTO retrosynthesis dataset with 1.9M reactions from patents (1976-2016). Predict the reactants needed to synthesize the given product. (1) Given the product [C:30]([O:29][C@@H:5]1[C@@H:4]([O:38][C:39](=[O:46])[C:40]2[CH:45]=[CH:44][CH:43]=[CH:42][CH:41]=2)[C@H:3]([O:47][C:48](=[O:55])[C:49]2[CH:50]=[CH:51][CH:52]=[CH:53][CH:54]=2)[C@@:2]([CH3:1])([CH2:56][O:57][C:58](=[O:65])[C:59]2[CH:64]=[CH:63][CH:62]=[CH:61][CH:60]=2)[O:28][C@H:6]1[O:7][C:8]1[CH:13]=[C:12]([CH2:14][OH:15])[CH:11]=[CH:10][C:9]=1[CH2:19][C:20]1[CH:21]=[CH:22][C:23]([CH2:26][CH3:27])=[CH:24][CH:25]=1)(=[O:37])[C:31]1[CH:32]=[CH:33][CH:34]=[CH:35][CH:36]=1, predict the reactants needed to synthesize it. The reactants are: [CH3:1][C@:2]1([CH2:56][O:57][C:58](=[O:65])[C:59]2[CH:64]=[CH:63][CH:62]=[CH:61][CH:60]=2)[O:28][C@@H:6]([O:7][C:8]2[CH:13]=[C:12]([CH2:14][O:15]C(=O)C)[CH:11]=[CH:10][C:9]=2[CH2:19][C:20]2[CH:25]=[CH:24][C:23]([CH2:26][CH3:27])=[CH:22][CH:21]=2)[C@H:5]([O:29][C:30](=[O:37])[C:31]2[CH:36]=[CH:35][CH:34]=[CH:33][CH:32]=2)[C@@H:4]([O:38][C:39](=[O:46])[C:40]2[CH:45]=[CH:44][CH:43]=[CH:42][CH:41]=2)[C@@H:3]1[O:47][C:48](=[O:55])[C:49]1[CH:54]=[CH:53][CH:52]=[CH:51][CH:50]=1.[OH-].[Na+].Cl. (2) Given the product [CH2:1]([O:5][C:6]1[CH:7]=[C:8]([CH:12]([C:21]([O:23][C:24]([CH3:26])([CH3:25])[CH3:27])=[O:22])[CH2:13][NH:14][CH:15]([CH3:28])[C:16]([N:18]([CH3:20])[CH3:19])=[O:17])[CH:9]=[CH:10][CH:11]=1)[CH2:2][CH2:3][CH3:4], predict the reactants needed to synthesize it. The reactants are: [CH2:1]([O:5][C:6]1[CH:7]=[C:8]([CH:12]([C:21]([O:23][C:24]([CH3:27])([CH3:26])[CH3:25])=[O:22])[CH2:13][NH:14][CH2:15][C:16]([N:18]([CH3:20])[CH3:19])=[O:17])[CH:9]=[CH:10][CH:11]=1)[CH2:2][CH2:3][CH3:4].[CH3:28][Si](C)(C)[N-][Si](C)(C)C.[Li+].CI. (3) Given the product [CH3:2][CH2:15][CH2:14][CH:5]([CH3:6])[CH3:4].[Cl:1][C:2]1[CH:15]=[C:14]([CH:16]([CH3:18])[CH3:17])[C:5]([C:6]([NH:8][CH2:9][CH:10]2[CH2:13][CH2:12][CH2:11]2)=[O:7])=[CH:4][N:3]=1, predict the reactants needed to synthesize it. The reactants are: [Cl:1][C:2]1[CH:15]=[CH:14][C:5]([C:6]([NH:8][CH2:9][CH:10]2[CH2:13][CH2:12][CH2:11]2)=[O:7])=[CH:4][N:3]=1.[CH:16]([Mg]Cl)([CH3:18])[CH3:17].CO.ClC1C(=O)C(C#N)=C(C#N)C(=O)C=1Cl. (4) Given the product [CH3:1][O:2][CH2:3][CH2:4][N:5]([S:20]([C:23]1[S:24][CH:25]=[CH:26][CH:27]=1)(=[O:21])=[O:22])[C:6]1[CH:7]=[CH:8][CH:9]=[C:10]2[C:14]=1[NH:13][C:12]([C:15]([OH:17])=[O:16])=[CH:11]2, predict the reactants needed to synthesize it. The reactants are: [CH3:1][O:2][CH2:3][CH2:4][N:5]([S:20]([C:23]1[S:24][CH:25]=[CH:26][CH:27]=1)(=[O:22])=[O:21])[C:6]1[CH:7]=[CH:8][CH:9]=[C:10]2[C:14]=1[NH:13][C:12]([C:15]([O:17]CC)=[O:16])=[CH:11]2.[OH-].[Na+].O1CCCC1. (5) Given the product [ClH:15].[Br:2][C:3]1[C:8]2[C:18]3[CH2:17][NH:16][CH2:21][CH2:20][C:19]=3[NH:9][C:7]=2[C:6]([S:11][CH2:12][CH2:13][CH2:14][Cl:15])=[CH:5][CH:4]=1, predict the reactants needed to synthesize it. The reactants are: Cl.[Br:2][C:3]1[CH:4]=[CH:5][C:6]([S:11][CH2:12][CH2:13][CH2:14][Cl:15])=[C:7]([NH:9]N)[CH:8]=1.[NH:16]1[CH2:21][CH2:20][C:19](=O)[CH2:18][CH2:17]1.Cl. (6) Given the product [Cl:1][C:2]1[C:11]([N+:12]([O-:14])=[O:13])=[C:10]([NH:28][CH2:29][CH2:30][CH2:31][OH:32])[C:9]2[C:4](=[CH:5][CH:6]=[CH:7][CH:8]=2)[N:3]=1, predict the reactants needed to synthesize it. The reactants are: [Cl:1][C:2]1[C:11]([N+:12]([O-:14])=[O:13])=[C:10](Cl)[C:9]2[C:4](=[CH:5][CH:6]=[CH:7][CH:8]=2)[N:3]=1.CN(C)C=O.C(N(CC)CC)C.[NH2:28][CH2:29][CH2:30][CH2:31][OH:32].